Dataset: Catalyst prediction with 721,799 reactions and 888 catalyst types from USPTO. Task: Predict which catalyst facilitates the given reaction. (1) Reactant: [C:1]([OH:8])(=O)[CH2:2][CH2:3][CH2:4][CH2:5][CH3:6].C(Cl)(=O)C(Cl)=O.C([N:17]([CH2:20][CH3:21])[CH2:18]C)C.CC1CN1. Product: [C:1]([N:17]1[CH2:18][CH:20]1[CH3:21])(=[O:8])[CH2:2][CH2:3][CH2:4][CH2:5][CH3:6]. The catalyst class is: 96. (2) Reactant: CN(C(ON1N=NC2C=CC=NC1=2)=[N+](C)C)C.F[P-](F)(F)(F)(F)F.[F:25][C:26]1[CH:27]=[C:28]([C:32]2[CH:37]=[CH:36][C:35]([C:38]([OH:40])=O)=[C:34]([N+:41]([O-:43])=[O:42])[CH:33]=2)[CH:29]=[CH:30][CH:31]=1.C(N(CC)C(C)C)(C)C.FC(F)(F)C(O)=O.[NH2:60][C@H:61]([C:68]([O:70][CH2:71][C:72]1[CH:77]=[CH:76][CH:75]=[CH:74][CH:73]=1)=[O:69])[CH2:62][C:63]([O:65][CH2:66][CH3:67])=[O:64].C([O-])(O)=O.[Na+]. Product: [F:25][C:26]1[CH:27]=[C:28]([C:32]2[CH:37]=[CH:36][C:35]([C:38]([NH:60][C@H:61]([C:68]([O:70][CH2:71][C:72]3[CH:73]=[CH:74][CH:75]=[CH:76][CH:77]=3)=[O:69])[CH2:62][C:63]([O:65][CH2:66][CH3:67])=[O:64])=[O:40])=[C:34]([N+:41]([O-:43])=[O:42])[CH:33]=2)[CH:29]=[CH:30][CH:31]=1. The catalyst class is: 124.